From a dataset of Full USPTO retrosynthesis dataset with 1.9M reactions from patents (1976-2016). Predict the reactants needed to synthesize the given product. Given the product [CH2:1]([O:3][C:4]([C:6]1[C:11]([NH2:12])=[CH:10][CH:9]=[C:8]([CH:39]2[CH2:40][CH2:35]2)[N:7]=1)=[O:5])[CH3:2], predict the reactants needed to synthesize it. The reactants are: [CH2:1]([O:3][C:4]([C:6]1[C:11]([NH2:12])=[CH:10][CH:9]=[C:8](Br)[N:7]=1)=[O:5])[CH3:2].P([O-])([O-])([O-])=O.[K+].[K+].[K+].C1(P([CH:35]2[CH2:40][CH2:39]CCC2)C2CCCCC2)CCCCC1.C1(B(O)O)CC1.